From a dataset of Reaction yield outcomes from USPTO patents with 853,638 reactions. Predict the reaction yield, written as a fraction of the theoretical maximum amount of product (1.0 means a 100% yield; for example, 0.34 means a 34% yield). The reactants are [CH2:1]([O:8][CH2:9][CH:10]=O)[C:2]1[CH:7]=[CH:6][CH:5]=[CH:4][CH:3]=1.ClC(Cl)([CH2:16][CH3:17])C=O.[NH3:19].[CH3:20][C:21]#[N:22]. The yield is 0.530. No catalyst specified. The product is [CH2:1]([O:8][CH2:9][C:10]1[NH:22][CH:21]=[C:20]([CH2:16][CH3:17])[N:19]=1)[C:2]1[CH:7]=[CH:6][CH:5]=[CH:4][CH:3]=1.